Task: Predict the reaction yield, written as a fraction of the theoretical maximum amount of product (1.0 means a 100% yield; for example, 0.34 means a 34% yield).. Dataset: Reaction yield outcomes from USPTO patents with 853,638 reactions (1) The reactants are [C:1]1([C:8]2[CH:13]=[CH:12][CH:11]=[CH:10][CH:9]=2)[CH:6]=[CH:5][C:4]([OH:7])=[CH:3][CH:2]=1.[Br:14][CH2:15][CH2:16][CH2:17]Br.C([O-])([O-])=O.[Cs+].[Cs+]. The catalyst is C(#N)C. The product is [Br:14][CH2:15][CH2:16][CH2:17][O:7][C:4]1[CH:3]=[CH:2][C:1]([C:8]2[CH:13]=[CH:12][CH:11]=[CH:10][CH:9]=2)=[CH:6][CH:5]=1. The yield is 0.640. (2) The reactants are [CH2:1]([N:5]([CH2:37][CH2:38][CH2:39][CH3:40])[C:6]1[CH:11]=[CH:10][C:9]([CH:12]=[CH:13][C:14]2[S:15][CH:16]=[CH:17][CH:18]=2)=[C:8]([O:19][Si:20]([C:33]([CH3:36])([CH3:35])[CH3:34])([C:27]2[CH:32]=[CH:31][CH:30]=[CH:29][CH:28]=2)[C:21]2[CH:26]=[CH:25][CH:24]=[CH:23][CH:22]=2)[CH:7]=1)[CH2:2][CH2:3][CH3:4].C([Li])CCC.CN(C)[CH:48]=[O:49].O. The catalyst is O1CCCC1.C(OCC)(=O)C. The product is [CH2:37]([N:5]([CH2:1][CH2:2][CH2:3][CH3:4])[C:6]1[CH:11]=[CH:10][C:9]([CH:12]=[CH:13][C:14]2[S:15][C:16]([CH:48]=[O:49])=[CH:17][CH:18]=2)=[C:8]([O:19][Si:20]([C:33]([CH3:36])([CH3:35])[CH3:34])([C:21]2[CH:26]=[CH:25][CH:24]=[CH:23][CH:22]=2)[C:27]2[CH:32]=[CH:31][CH:30]=[CH:29][CH:28]=2)[CH:7]=1)[CH2:38][CH2:39][CH3:40]. The yield is 0.819. (3) The reactants are C[Si]([N-][Si](C)(C)C)(C)C.[Na+].[Cl:11][C:12]1[N:17]=[CH:16][C:15]([NH2:18])=[C:14]([C:19]2[C:20](F)=[N:21][CH:22]=[C:23]([C:25]3[CH:30]=[CH:29][C:28]([CH2:31][N:32]4[CH2:37][CH2:36][CH2:35][CH2:34][CH2:33]4)=[CH:27][CH:26]=3)[CH:24]=2)[C:13]=1[CH:39]=[CH2:40]. The catalyst is C1COCC1.[Cl-].[Na+].O.C(OCC)(=O)C. The product is [Cl:11][C:12]1[N:17]=[CH:16][C:15]2[NH:18][C:20]3[N:21]=[CH:22][C:23]([C:25]4[CH:30]=[CH:29][C:28]([CH2:31][N:32]5[CH2:37][CH2:36][CH2:35][CH2:34][CH2:33]5)=[CH:27][CH:26]=4)=[CH:24][C:19]=3[C:14]=2[C:13]=1[CH:39]=[CH2:40]. The yield is 0.260. (4) The reactants are [CH2:1]([O:8][C:9]([CH:11]1[CH2:14][C:13](=O)[CH2:12]1)=[O:10])[C:2]1[CH:7]=[CH:6][CH:5]=[CH:4][CH:3]=1.[CH2:16]([NH:18][CH2:19][CH3:20])[CH3:17].C(O[BH-](OC(=O)C)OC(=O)C)(=O)C.[Na+].[Cl-].[NH4+]. The catalyst is ClCCl. The product is [CH2:1]([O:8][C:9]([C@H:11]1[CH2:14][C@@H:13]([N:18]([CH2:19][CH3:20])[CH2:16][CH3:17])[CH2:12]1)=[O:10])[C:2]1[CH:7]=[CH:6][CH:5]=[CH:4][CH:3]=1. The yield is 0.590. (5) The reactants are [Cl:1][C:2]1[CH:8]=[C:7]([O:9][C:10]2[C:11]3[N:18]([CH3:19])[CH:17]=[CH:16][C:12]=3[N:13]=[CH:14][N:15]=2)[CH:6]=[CH:5][C:3]=1[NH2:4].N1C=CC=CC=1.Cl[C:27](OC1C=CC=CC=1)=[O:28].[NH2:36][C:37]1[CH:38]=[C:39]([C:43]([OH:49])([CH3:48])[C:44]([F:47])([F:46])[F:45])[CH:40]=[CH:41][CH:42]=1. The catalyst is CN1CCCC1=O. The product is [Cl:1][C:2]1[CH:8]=[C:7]([O:9][C:10]2[C:11]3[N:18]([CH3:19])[CH:17]=[CH:16][C:12]=3[N:13]=[CH:14][N:15]=2)[CH:6]=[CH:5][C:3]=1[NH:4][C:27]([NH:36][C:37]1[CH:42]=[CH:41][CH:40]=[C:39]([C:43]([OH:49])([CH3:48])[C:44]([F:45])([F:46])[F:47])[CH:38]=1)=[O:28]. The yield is 0.340. (6) The reactants are C([O:8][C:9]1[CH:14]=[C:13]([F:15])[C:12]([N+:16]([O-])=O)=[CH:11][C:10]=1[F:19])C1C=CC=CC=1. The catalyst is CO.C1COCC1.[Pd]. The product is [NH2:16][C:12]1[C:13]([F:15])=[CH:14][C:9]([OH:8])=[C:10]([F:19])[CH:11]=1. The yield is 0.860.